This data is from Full USPTO retrosynthesis dataset with 1.9M reactions from patents (1976-2016). The task is: Predict the reactants needed to synthesize the given product. (1) Given the product [CH3:1][O:2][C@H:3]1[CH2:20][CH2:19][C@@:18]2([CH3:21])[C:5](=[CH:6][C:7](=[O:23])[C@@H:8]3[C@@H:17]2[CH2:16][CH2:15][C@@:13]2([CH3:14])[C@H:9]3[CH2:10][CH2:11][C:12]2=[O:22])[CH2:4]1, predict the reactants needed to synthesize it. The reactants are: [CH3:1][O:2][C@H:3]1[CH2:20][CH2:19][C@@:18]2([CH3:21])[C:5](=[CH:6][CH2:7][C@@H:8]3[C@@H:17]2[CH2:16][CH2:15][C@@:13]2([CH3:14])[C@H:9]3[CH2:10][CH2:11][C:12]2=[O:22])[CH2:4]1.[OH:23]N1C(=O)C2=CC=CC=C2C1=O.N(C1(C#N)CCCCC1)=NC1(C#N)CCCCC1.C(OC(=O)C)(=O)C. (2) Given the product [F:8][C:5]1[CH:6]=[CH:7][C:2]([NH:12][CH2:13][CH2:14][OH:15])=[C:3]([N+:9]([O-:11])=[O:10])[CH:4]=1, predict the reactants needed to synthesize it. The reactants are: F[C:2]1[CH:7]=[CH:6][C:5]([F:8])=[CH:4][C:3]=1[N+:9]([O-:11])=[O:10].[NH2:12][CH2:13][CH2:14][OH:15].